From a dataset of Full USPTO retrosynthesis dataset with 1.9M reactions from patents (1976-2016). Predict the reactants needed to synthesize the given product. (1) Given the product [Br:1][C:2]1[CH:7]=[CH:6][C:5]([N:15]2[CH2:16][CH:17]([CH3:19])[CH2:18][CH:13]([CH3:12])[CH2:14]2)=[C:4]([N+:9]([O-:11])=[O:10])[CH:3]=1, predict the reactants needed to synthesize it. The reactants are: [Br:1][C:2]1[CH:7]=[CH:6][C:5](F)=[C:4]([N+:9]([O-:11])=[O:10])[CH:3]=1.[CH3:12][CH:13]1[CH2:18][CH:17]([CH3:19])[CH2:16][NH:15][CH2:14]1. (2) Given the product [C:10]([O:9][C:7](=[O:8])[C:6]1[CH:5]=[C:4]([CH:16]=[CH:15][C:14]=1[O:17][CH2:18][CH2:19][CH2:20][CH2:21][CH2:22][CH2:23][CH2:24][CH2:25][CH2:26][CH2:27][CH2:28][CH2:29][CH2:30][CH2:31][C:32]([O:34][C:35]([CH3:38])([CH3:37])[CH3:36])=[O:33])[C:3]([OH:39])=[O:2])([CH3:13])([CH3:12])[CH3:11], predict the reactants needed to synthesize it. The reactants are: C[O:2][C:3](=[O:39])[C:4]1[CH:16]=[CH:15][C:14]([O:17][CH2:18][CH2:19][CH2:20][CH2:21][CH2:22][CH2:23][CH2:24][CH2:25][CH2:26][CH2:27][CH2:28][CH2:29][CH2:30][CH2:31][C:32]([O:34][C:35]([CH3:38])([CH3:37])[CH3:36])=[O:33])=[C:6]([C:7]([O:9][C:10]([CH3:13])([CH3:12])[CH3:11])=[O:8])[CH:5]=1.[OH-].[Na+].Cl.O.